This data is from Reaction yield outcomes from USPTO patents with 853,638 reactions. The task is: Predict the reaction yield, written as a fraction of the theoretical maximum amount of product (1.0 means a 100% yield; for example, 0.34 means a 34% yield). The reactants are [F:1][C:2]1[CH:10]=[C:9]2[C:5]([C:6]([C:20]3[CH:30]=[CH:29][C:23]4[N:24]=[C:25]([CH:27]=[CH2:28])[O:26][C:22]=4[CH:21]=3)=[CH:7][N:8]2S(C2C=CC=CC=2)(=O)=O)=[CH:4][CH:3]=1.[OH-].[Na+].[NH:33]1[CH2:38][CH2:37][NH:36][CH2:35][CH:34]1[C:39]([OH:41])=[O:40]. The catalyst is CO. The yield is 0.100. The product is [F:1][C:2]1[CH:10]=[C:9]2[C:5]([C:6]([C:20]3[CH:30]=[CH:29][C:23]4[N:24]=[C:25]([CH2:27][CH2:28][N:36]5[CH2:37][CH2:38][NH:33][CH:34]([C:39]([OH:41])=[O:40])[CH2:35]5)[O:26][C:22]=4[CH:21]=3)=[CH:7][NH:8]2)=[CH:4][CH:3]=1.